Dataset: Full USPTO retrosynthesis dataset with 1.9M reactions from patents (1976-2016). Task: Predict the reactants needed to synthesize the given product. (1) Given the product [CH2:1]([N:5]1[C:10]2=[N:11][N:12]([CH2:21][C:22]3[CH:23]=[CH:24][C:25]([CH:28]4[CH2:33][CH2:32][CH2:31][CH2:30][NH:29]4)=[CH:26][CH:27]=3)[C:13]([NH:14][C:15]3[CH:20]=[CH:19][CH:18]=[CH:17][CH:16]=3)=[C:9]2[C:8](=[O:41])[N:7]([CH3:42])[C:6]1=[O:43])[CH:2]([CH3:4])[CH3:3], predict the reactants needed to synthesize it. The reactants are: [CH2:1]([N:5]1[C:10]2=[N:11][N:12]([CH2:21][C:22]3[CH:27]=[CH:26][C:25]([CH:28]4[CH2:33][CH2:32][CH2:31][CH2:30][N:29]4C(OC(C)(C)C)=O)=[CH:24][CH:23]=3)[C:13]([NH:14][C:15]3[CH:20]=[CH:19][CH:18]=[CH:17][CH:16]=3)=[C:9]2[C:8](=[O:41])[N:7]([CH3:42])[C:6]1=[O:43])[CH:2]([CH3:4])[CH3:3].C(O)(C(F)(F)F)=O. (2) Given the product [CH2:1]([C:3]1[CH:8]=[CH:7][N:6]=[C:5]([NH:9][NH2:15])[CH:4]=1)[CH3:2], predict the reactants needed to synthesize it. The reactants are: [CH2:1]([C:3]1[CH:8]=[CH:7][N:6]=[C:5]([NH2:9])[CH:4]=1)[CH3:2].OS(O)(=O)=O.[N+:15]([O-])(O)=O. (3) Given the product [CH3:1][S:2]([O:6][CH2:7][CH2:8][C:9]1[CH:14]=[CH:13][CH:12]=[C:11]([N:15]2[CH2:19][CH2:18][CH2:17][C:16]2=[O:20])[CH:10]=1)(=[O:4])=[O:3], predict the reactants needed to synthesize it. The reactants are: [CH3:1][S:2](Cl)(=[O:4])=[O:3].[OH:6][CH2:7][CH2:8][C:9]1[CH:10]=[C:11]([N:15]2[CH2:19][CH2:18][CH2:17][C:16]2=[O:20])[CH:12]=[CH:13][CH:14]=1.C(N(CC)CC)C. (4) Given the product [C:29]1([C@@H:35]2[CH2:37][C@H:36]2[NH:38][CH:2]2[CH2:7][CH2:6][N:5]([C:8]([O:10][C:11]([CH3:14])([CH3:13])[CH3:12])=[O:9])[CH2:4][CH2:3]2)[CH:34]=[CH:33][CH:32]=[CH:31][CH:30]=1, predict the reactants needed to synthesize it. The reactants are: O=[C:2]1[CH2:7][CH2:6][N:5]([C:8]([O:10][C:11]([CH3:14])([CH3:13])[CH3:12])=[O:9])[CH2:4][CH2:3]1.C(O[BH-](OC(=O)C)OC(=O)C)(=O)C.[Na+].[C:29]1([C@@H:35]2[CH2:37][C@H:36]2[NH2:38])[CH:34]=[CH:33][CH:32]=[CH:31][CH:30]=1.